This data is from Experimentally validated miRNA-target interactions with 360,000+ pairs, plus equal number of negative samples. The task is: Binary Classification. Given a miRNA mature sequence and a target amino acid sequence, predict their likelihood of interaction. The miRNA is hsa-miR-514b-3p with sequence AUUGACACCUCUGUGAGUGGA. The protein sequence of the target gene is MEGEGGGSGGAGTSGDSGDGGEQLLTVKHELRTANLTGHAEKVGIENFELLKVLGTGAYGKVFLVRKISGHDAGKLYAMKVLKKATIVQKAKTTEHTRTERQVLEHIRQSPFLVTLHYAFQTETKLHLILDYINGGELFTHLSQRERFTEHEVQIYVGEIVLALEHLHKLGIIYRDIKLENILLDSNGHVVLTDFGLSKEFVADETERAYSFCGTIEYMAPDIVRGGDSGHDKAVDWWSLGVLMYELLTGASPFTVDGEKNSQAEISRRILKSEPPYPQEMSTVAKDLLQRLLMKDPKKR.... Result: 0 (no interaction).